The task is: Regression. Given a peptide amino acid sequence and an MHC pseudo amino acid sequence, predict their binding affinity value. This is MHC class II binding data.. This data is from Peptide-MHC class II binding affinity with 134,281 pairs from IEDB. (1) The peptide sequence is AAFQAAHARFVAAAA. The MHC is DRB1_0901 with pseudo-sequence DRB1_0901. The binding affinity (normalized) is 0.638. (2) The peptide sequence is YVDRFYKTLRAEQASQEV. The MHC is DRB1_0901 with pseudo-sequence DRB1_0901. The binding affinity (normalized) is 0.659. (3) The peptide sequence is LRYYRITYGETGGNS. The MHC is HLA-DQA10102-DQB10602 with pseudo-sequence HLA-DQA10102-DQB10602. The binding affinity (normalized) is 0. (4) The peptide sequence is SGAGWSGMAEATSLD. The binding affinity (normalized) is 0.427. The MHC is DRB1_0901 with pseudo-sequence DRB1_0901. (5) The peptide sequence is RNITGTSSTPEAVSL. The MHC is DRB1_1302 with pseudo-sequence DRB1_1302. The binding affinity (normalized) is 0.345. (6) The peptide sequence is CISMIGLCACVVDVW. The MHC is HLA-DQA10101-DQB10501 with pseudo-sequence HLA-DQA10101-DQB10501. The binding affinity (normalized) is 0.209. (7) The peptide sequence is IVACAKFTCAKSMSL. The MHC is DRB4_0101 with pseudo-sequence DRB4_0103. The binding affinity (normalized) is 0.113. (8) The MHC is DRB3_0202 with pseudo-sequence DRB3_0202. The peptide sequence is GLRTLWSPRERLVLT. The binding affinity (normalized) is 0.516. (9) The peptide sequence is YQGVQQKWDATATEL. The MHC is DRB1_0701 with pseudo-sequence DRB1_0701. The binding affinity (normalized) is 0.406. (10) The peptide sequence is LELQIVDKIDAAFKI. The MHC is DRB4_0101 with pseudo-sequence DRB4_0103. The binding affinity (normalized) is 0.606.